This data is from Full USPTO retrosynthesis dataset with 1.9M reactions from patents (1976-2016). The task is: Predict the reactants needed to synthesize the given product. (1) Given the product [Br:1][C:2]1[CH:7]=[C:6]([CH3:8])[N:5]=[C:4]([NH:11][C@H:12]([C:14]2[C:15](=[O:25])[NH:16][C:17]3[C:22]([CH:23]=2)=[CH:21][C:20]([Cl:24])=[CH:19][CH:18]=3)[CH3:13])[CH:3]=1, predict the reactants needed to synthesize it. The reactants are: [Br:1][C:2]1[CH:7]=[C:6]([CH3:8])[N:5]=[C:4](F)[CH:3]=1.Cl.[NH2:11][C@H:12]([C:14]1[C:15](=[O:25])[NH:16][C:17]2[C:22]([CH:23]=1)=[CH:21][C:20]([Cl:24])=[CH:19][CH:18]=2)[CH3:13].CS(C)=O.CCN(C(C)C)C(C)C. (2) Given the product [CH2:10]([O:9][C:7](=[O:8])[CH2:6][CH2:5][CH2:4][CH2:3][CH2:2][C:1]([OH:13])=[O:12])[CH3:11], predict the reactants needed to synthesize it. The reactants are: [C:1]([O:13]CC)(=[O:12])[CH2:2][CH2:3][CH2:4][CH2:5][CH2:6][C:7]([O:9][CH2:10][CH3:11])=[O:8].[OH-].[K+]. (3) The reactants are: [Cl:1][C:2]1[CH:3]=[C:4]([CH:14]=[CH:15][C:16]=1[Cl:17])[CH2:5][N:6]1[CH2:11][CH2:10][O:9][CH:8]([CH2:12][NH2:13])[CH2:7]1.[N:18]([C:21]1[CH:26]=[CH:25][CH:24]=[C:23]([C:27]([F:30])([F:29])[F:28])[CH:22]=1)=[C:19]=[O:20]. Given the product [Cl:1][C:2]1[CH:3]=[C:4]([CH:14]=[CH:15][C:16]=1[Cl:17])[CH2:5][N:6]1[CH2:11][CH2:10][O:9][CH:8]([CH2:12][NH:13][C:19]([NH:18][C:21]2[CH:26]=[CH:25][CH:24]=[C:23]([C:27]([F:28])([F:29])[F:30])[CH:22]=2)=[O:20])[CH2:7]1, predict the reactants needed to synthesize it. (4) Given the product [NH2:4][C:3](=[N:2][OH:1])[C:5]1[CH:6]=[C:7]2[C:8]([CH2:20][CH2:21][N:22]([C:26]([O:28][C:29]([CH3:30])([CH3:32])[CH3:31])=[O:27])[CH2:23]2)=[CH:12][CH:13]=1, predict the reactants needed to synthesize it. The reactants are: [OH:1][N:2]=[C:3]([C:5]1[CH:13]=[CH:12][C:8]2NC=N[C:7]=2[CH:6]=1)[NH2:4].C(C1C=C2C([CH2:20][CH2:21][N:22]([C:26]([O:28][C:29]([CH3:32])([CH3:31])[CH3:30])=[O:27])[CH2:23]2)=CC=1)#N. (5) The reactants are: [Br:1][C:2]1[CH:3]=[C:4]([C:11]([O:13][CH3:14])=[O:12])[C:5]2[CH:6]=[N:7][NH:8][C:9]=2[CH:10]=1.C(=O)([O-])[O-].[Cs+].[Cs+].Br[CH:22]1[CH2:26][CH2:25][CH2:24][CH2:23]1. Given the product [Br:1][C:2]1[CH:3]=[C:4]([C:11]([O:13][CH3:14])=[O:12])[C:5]2[CH:6]=[N:7][N:8]([CH:22]3[CH2:26][CH2:25][CH2:24][CH2:23]3)[C:9]=2[CH:10]=1, predict the reactants needed to synthesize it. (6) Given the product [N+:1]([C:4]1[CH:5]=[CH:6][C:7](/[CH:10]=[CH:11]/[CH2:12][N:24]2[CH2:29][CH2:28][O:27][CH2:26][CH2:25]2)=[CH:8][CH:9]=1)([O-:3])=[O:2], predict the reactants needed to synthesize it. The reactants are: [N+:1]([C:4]1[CH:9]=[CH:8][C:7]([CH:10]=[CH:11][CH2:12]O)=[CH:6][CH:5]=1)([O-:3])=[O:2].N1C=CC=CC=1.S(Cl)(Cl)=O.[NH:24]1[CH2:29][CH2:28][O:27][CH2:26][CH2:25]1. (7) Given the product [O:20]1[CH:24]=[CH:23][CH:22]=[C:21]1/[C:25](=[N:29]/[O:30][CH3:31])/[C:26]([NH:1][CH:2]1[C:14](=[O:15])[N:4]2[C:5]([C:11]([OH:13])=[O:12])=[C:6]([CH2:9][OH:10])[CH2:7][S:8][C@H:3]12)=[O:27], predict the reactants needed to synthesize it. The reactants are: [NH2:1][CH:2]1[C:14](=[O:15])[N:4]2[C:5]([C:11]([OH:13])=[O:12])=[C:6]([CH2:9][OH:10])[CH2:7][S:8][C@H:3]12.NC(N)=N.[O:20]1[CH:24]=[CH:23][CH:22]=[C:21]1/[C:25](=[N:29]/[O:30][CH3:31])/[C:26](O)=[O:27].